From a dataset of Catalyst prediction with 721,799 reactions and 888 catalyst types from USPTO. Predict which catalyst facilitates the given reaction. (1) Reactant: C(O)(C(F)(F)F)=O.[CH3:8][S:9]([C:11]1[C:19]2[C:14](=[CH:15][C:16]([C:20]([N:22]3[CH2:26][CH2:25][C@@H:24]([NH:27]C(=O)OC(C)(C)C)[CH2:23]3)=[O:21])=[CH:17][CH:18]=2)[N:13]([C:35]2[N:40]=[CH:39][C:38]([C:41]3[CH:46]=[CH:45][CH:44]=[CH:43][CH:42]=3)=[CH:37][N:36]=2)[CH:12]=1)=[O:10]. Product: [NH2:27][C@@H:24]1[CH2:25][CH2:26][N:22]([C:20]([C:16]2[CH:15]=[C:14]3[C:19]([C:11]([S:9]([CH3:8])=[O:10])=[CH:12][N:13]3[C:35]3[N:40]=[CH:39][C:38]([C:41]4[CH:46]=[CH:45][CH:44]=[CH:43][CH:42]=4)=[CH:37][N:36]=3)=[CH:18][CH:17]=2)=[O:21])[CH2:23]1. The catalyst class is: 4. (2) Reactant: C1C(=O)N([Br:8])C(=O)C1.[NH:9]1[C:18]2[C:13](=[CH:14][CH:15]=[CH:16][CH:17]=2)[CH2:12][CH2:11][CH2:10]1.C(OCC)(=O)C. Product: [Br:8][C:15]1[CH:14]=[C:13]2[C:18](=[CH:17][CH:16]=1)[NH:9][CH2:10][CH2:11][CH2:12]2. The catalyst class is: 53. (3) Reactant: [H-].[Na+].COP([CH2:9][C:10]([O:12][CH3:13])=[O:11])(OC)=O.[F:14][CH:15]1[C:22](=O)[CH2:21][CH:20]2[N:24](C(OCC3C=CC=CC=3)=O)[CH:16]1[CH2:17][O:18][CH2:19]2. Product: [F:14][CH:15]1[CH:22]([CH2:9][C:10]([O:12][CH3:13])=[O:11])[CH2:21][CH:20]2[NH:24][CH:16]1[CH2:17][O:18][CH2:19]2. The catalyst class is: 7. (4) Reactant: [Br:1][C:2]1[CH:8]=[C:7]([CH2:9][CH3:10])[C:5]([NH2:6])=[C:4]([CH2:11][CH3:12])[CH:3]=1.[F:13][B-:14]([F:17])([F:16])[F:15].[H+].[N:19](OC(C)(C)C)=O. Product: [F:13][B-:14]([F:17])([F:16])[F:15].[Br:1][C:2]1[CH:8]=[C:7]([CH2:9][CH3:10])[C:5]([N+:6]#[N:19])=[C:4]([CH2:11][CH3:12])[CH:3]=1. The catalyst class is: 8. (5) Reactant: [O:1]=[C:2]1[CH2:6][CH2:5][CH2:4][N:3]1[CH2:7][CH2:8][CH2:9][NH:10][C:11]([C:13]1[CH:14]=[CH:15][C:16]([N:28]2[CH2:33][CH2:32][N:31]([C:34]3[CH:39]=[CH:38][CH:37]=[CH:36][C:35]=3[CH3:40])[CH2:30][CH2:29]2)=[C:17]([NH:19][C:20]([C:22]2[O:23][C:24](Br)=[CH:25][CH:26]=2)=[O:21])[CH:18]=1)=[O:12].C[Si]([C:45]#[CH:46])(C)C.C(N(CC)CC)C. Product: [O:1]=[C:2]1[CH2:6][CH2:5][CH2:4][N:3]1[CH2:7][CH2:8][CH2:9][NH:10][C:11]([C:13]1[CH:14]=[CH:15][C:16]([N:28]2[CH2:33][CH2:32][N:31]([C:34]3[CH:39]=[CH:38][CH:37]=[CH:36][C:35]=3[CH3:40])[CH2:30][CH2:29]2)=[C:17]([NH:19][C:20]([C:22]2[O:23][C:24]([C:45]#[CH:46])=[CH:25][CH:26]=2)=[O:21])[CH:18]=1)=[O:12]. The catalyst class is: 767. (6) Reactant: [Br:1][C:2]1[CH:11]=[C:10]2[C:5]([C:6]3[CH:15]=[CH:14][C:13]([C:16]([OH:18])=O)=[CH:12][C:7]=3[CH2:8][O:9]2)=[CH:4][CH:3]=1.[C:19](Cl)(=O)C(Cl)=O.C[Si](C=[N+]=[N-])(C)C.[BrH:32].CC(O)=O.C(=O)(O)[O-].[Na+]. Product: [Br:32][CH2:19][C:16]([C:13]1[CH:14]=[CH:15][C:6]2[C:5]3[C:10](=[CH:11][C:2]([Br:1])=[CH:3][CH:4]=3)[O:9][CH2:8][C:7]=2[CH:12]=1)=[O:18]. The catalyst class is: 91. (7) Reactant: [CH2:1]([N:8]1[CH2:13][CH2:12][CH:11]([N:14]([CH3:32])[C:15]([N:17]2[CH:21]=[C:20]([C:22]3[CH:27]=[CH:26][CH:25]=[C:24]([NH:28][C:29]([NH2:31])=[O:30])[CH:23]=3)[N:19]=[CH:18]2)=[O:16])[CH2:10][CH2:9]1)[C:2]1[CH:7]=[CH:6][CH:5]=[CH:4][CH:3]=1.[CH3:33][S:34]([OH:37])(=[O:36])=[O:35]. Product: [CH3:33][S:34]([OH:37])(=[O:36])=[O:35].[CH2:1]([N:8]1[CH2:9][CH2:10][CH:11]([N:14]([CH3:32])[C:15]([N:17]2[CH:21]=[C:20]([C:22]3[CH:27]=[CH:26][CH:25]=[C:24]([NH:28][C:29]([NH2:31])=[O:30])[CH:23]=3)[N:19]=[CH:18]2)=[O:16])[CH2:12][CH2:13]1)[C:2]1[CH:7]=[CH:6][CH:5]=[CH:4][CH:3]=1. The catalyst class is: 13.